This data is from Full USPTO retrosynthesis dataset with 1.9M reactions from patents (1976-2016). The task is: Predict the reactants needed to synthesize the given product. Given the product [F:20][C:17]([F:18])([F:19])[C:12]([C:3]1[CH:4]=[CH:5][C:6]2[C:11](=[CH:10][CH:9]=[CH:8][CH:7]=2)[C:2]=1[NH:1][C:28]([CH:22]1[CH2:27][CH2:26][CH2:25][CH2:24][CH2:23]1)=[O:29])([OH:21])[C:13]([F:14])([F:15])[F:16], predict the reactants needed to synthesize it. The reactants are: [NH2:1][C:2]1[C:11]2[C:6](=[CH:7][CH:8]=[CH:9][CH:10]=2)[CH:5]=[CH:4][C:3]=1[C:12]([OH:21])([C:17]([F:20])([F:19])[F:18])[C:13]([F:16])([F:15])[F:14].[CH:22]1([C:28](Cl)=[O:29])[CH2:27][CH2:26][CH2:25][CH2:24][CH2:23]1.